From a dataset of Peptide-MHC class I binding affinity with 185,985 pairs from IEDB/IMGT. Regression. Given a peptide amino acid sequence and an MHC pseudo amino acid sequence, predict their binding affinity value. This is MHC class I binding data. (1) The peptide sequence is ARHGEYAPF. The MHC is HLA-B27:05 with pseudo-sequence HLA-B27:05. The binding affinity (normalized) is 0.526. (2) The peptide sequence is VSIFLHLVKI. The MHC is H-2-Kb with pseudo-sequence H-2-Kb. The binding affinity (normalized) is 0.277.